Dataset: Catalyst prediction with 721,799 reactions and 888 catalyst types from USPTO. Task: Predict which catalyst facilitates the given reaction. (1) Reactant: [Cl:1][C:2]1[C:3]([CH3:26])=[N:4][C:5]2[N:6]([N:9]=[C:10]3[CH2:14][N:13]([C:15]([C:17]4[CH:22]=[CH:21][CH:20]=[CH:19][C:18]=4[CH:23](Cl)[CH3:24])=[O:16])[CH2:12][C:11]=23)[C:7]=1[CH3:8].[C:27]([N:34]1[CH2:39][CH2:38][NH:37][CH2:36][CH2:35]1)([O:29][C:30]([CH3:33])([CH3:32])[CH3:31])=[O:28].C(=O)([O-])[O-].[K+].[K+]. Product: [C:30]([O:29][C:27]([N:34]1[CH2:39][CH2:38][N:37]([CH:23]([C:18]2[CH:19]=[CH:20][CH:21]=[CH:22][C:17]=2[C:15]([N:13]2[CH2:12][C:11]3[C:10](=[N:9][N:6]4[C:7]([CH3:8])=[C:2]([Cl:1])[C:3]([CH3:26])=[N:4][C:5]4=3)[CH2:14]2)=[O:16])[CH3:24])[CH2:36][CH2:35]1)=[O:28])([CH3:33])([CH3:31])[CH3:32]. The catalyst class is: 47. (2) Reactant: [F:1][C:2]1[CH:10]=[CH:9][C:5]([C:6](O)=[O:7])=[C:4]([N+:11]([O-:13])=[O:12])[CH:3]=1.Cl.[CH3:15][NH:16][O:17][CH3:18].CN1CCOCC1.Cl.C(N=C=NCCCN(C)C)C. Product: [CH3:18][O:17][N:16]([CH3:15])[C:6](=[O:7])[C:5]1[CH:9]=[CH:10][C:2]([F:1])=[CH:3][C:4]=1[N+:11]([O-:13])=[O:12]. The catalyst class is: 4. (3) Reactant: [Br:1][C:2]1[CH:3]=[CH:4][C:5]([OH:10])=[C:6]([CH:9]=1)[CH:7]=O.[C:11]([O:15][C:16](=[O:19])[NH:17][NH2:18])([CH3:14])([CH3:13])[CH3:12].C(O)(=O)C.C(O[BH-](OC(=O)C)OC(=O)C)(=O)C.[Na+]. Product: [C:11]([O:15][C:16]([NH:17][NH:18][CH2:7][C:6]1[CH:9]=[C:2]([Br:1])[CH:3]=[CH:4][C:5]=1[OH:10])=[O:19])([CH3:14])([CH3:13])[CH3:12]. The catalyst class is: 2. (4) Reactant: [Cl:1][C:2]1[CH:7]=[CH:6][N:5]=[C:4]2[CH:8]=[C:9]([Sn](CCCC)(CCCC)CCCC)[S:10][C:3]=12.Br[C:25]1[CH:26]=[CH:27][C:28]([O:31][CH3:32])=[N:29][CH:30]=1. Product: [Cl:1][C:2]1[CH:7]=[CH:6][N:5]=[C:4]2[CH:8]=[C:9]([C:25]3[CH:30]=[N:29][C:28]([O:31][CH3:32])=[CH:27][CH:26]=3)[S:10][C:3]=12. The catalyst class is: 11.